Task: Predict the reactants needed to synthesize the given product.. Dataset: Full USPTO retrosynthesis dataset with 1.9M reactions from patents (1976-2016) (1) The reactants are: [NH2:1][C:2]1[CH:3]=[C:4]([CH:14]=[CH:15][C:16]=1[S:17][CH3:18])[C:5]([NH:7][C:8]1[CH:13]=[CH:12][CH:11]=[CH:10][CH:9]=1)=[O:6].[F:19][C:20]([F:49])([F:48])[C:21]1[CH:22]=[C:23]([Bi]([C:23]2[CH:24]=[CH:25][CH:26]=[C:21]([C:20]([F:49])([F:48])[F:19])[CH:22]=2)[C:23]2[CH:24]=[CH:25][CH:26]=[C:21]([C:20]([F:49])([F:48])[F:19])[CH:22]=2)[CH:24]=[CH:25][CH:26]=1.C(N(CC)CC)C. Given the product [CH3:18][S:17][C:16]1[CH:15]=[CH:14][C:4]([C:5]([NH:7][C:8]2[CH:13]=[CH:12][CH:11]=[CH:10][CH:9]=2)=[O:6])=[CH:3][C:2]=1[NH:1][C:25]1[CH:24]=[CH:23][CH:22]=[C:21]([C:20]([F:49])([F:48])[F:19])[CH:26]=1, predict the reactants needed to synthesize it. (2) Given the product [Cl:1][C:2]1[CH:9]=[CH:8][C:5]([CH2:6][NH2:7])=[C:4]([S:10]([CH3:11])=[O:13])[CH:3]=1, predict the reactants needed to synthesize it. The reactants are: [Cl:1][C:2]1[CH:9]=[CH:8][C:5]([CH2:6][NH2:7])=[C:4]([S:10][CH3:11])[CH:3]=1.C(OC(OC(C)(C)C)=O)(OC(C)(C)C)=[O:13].C(N(CC)CC)C. (3) Given the product [CH3:55][C:56]([SiH:59]([CH3:60])[O:44][CH2:45][C:46]1[CH:47]=[C:48]([C:27]2[C:32]([CH3:33])=[CH:31][CH:30]=[C:29]([CH2:35][NH:36][C:37](=[O:43])[O:38][C:39]([CH3:42])([CH3:41])[CH3:40])[CH:28]=2)[CH:49]=[CH:50][CH:51]=1)([CH3:58])[CH3:57].[CH3:1][CH3:2], predict the reactants needed to synthesize it. The reactants are: [CH:1]1C=CC(P(C2C=CC=CC=2)C2C=CC=CC=2)=C[CH:2]=1.C([O-])([O-])=O.[K+].[K+].Br[C:27]1[CH:28]=[C:29]([CH2:35][NH:36][C:37](=[O:43])[O:38][C:39]([CH3:42])([CH3:41])[CH3:40])[CH:30]=[CH:31][C:32]=1[C:33]#N.[OH:44][CH2:45][C:46]1[CH:47]=[C:48](B(O)O)[CH:49]=[CH:50][CH:51]=1.[CH3:55][C:56]([Si:59](C)(C)[CH3:60])([CH3:58])[CH3:57]. (4) Given the product [CH2:38]([O:43][C:5]1[N:10]=[C:9]([O:11][C:12]2[CH:13]=[N:14][CH:15]=[CH:16][CH:17]=2)[C:8]([C:18]2[CH:23]=[CH:22][C:21]([Cl:24])=[CH:20][CH:19]=2)=[C:7]([C:25]2[CH:30]=[CH:29][C:28]([Cl:31])=[CH:27][C:26]=2[Cl:32])[N:6]=1)[CH2:39][CH2:40][CH2:41][CH3:42], predict the reactants needed to synthesize it. The reactants are: CS([C:5]1[N:10]=[C:9]([O:11][C:12]2[CH:13]=[N:14][CH:15]=[CH:16][CH:17]=2)[C:8]([C:18]2[CH:23]=[CH:22][C:21]([Cl:24])=[CH:20][CH:19]=2)=[C:7]([C:25]2[CH:30]=[CH:29][C:28]([Cl:31])=[CH:27][C:26]=2[Cl:32])[N:6]=1)(=O)=O.C([Li])CCC.[CH2:38]([OH:43])[CH2:39][CH2:40][CH2:41][CH3:42]. (5) The reactants are: [CH2:1]([O:8][C:9]1[CH:18]=[C:17]2[C:12]([C:13]([Cl:19])=[N:14][CH:15]=[N:16]2)=[CH:11][C:10]=1[F:20])[C:2]1[CH:7]=[CH:6][CH:5]=[CH:4][CH:3]=1.[NH2:21][C:22]1[CH:23]=[N:24][N:25]([CH2:27][C:28]([NH:30][C:31]2[CH:36]=[CH:35][CH:34]=[C:33]([F:37])[C:32]=2[F:38])=[O:29])[CH:26]=1. Given the product [ClH:19].[CH2:1]([O:8][C:9]1[CH:18]=[C:17]2[C:12]([C:13]([NH:21][C:22]3[CH:23]=[N:24][N:25]([CH2:27][C:28]([NH:30][C:31]4[CH:36]=[CH:35][CH:34]=[C:33]([F:37])[C:32]=4[F:38])=[O:29])[CH:26]=3)=[N:14][CH:15]=[N:16]2)=[CH:11][C:10]=1[F:20])[C:2]1[CH:7]=[CH:6][CH:5]=[CH:4][CH:3]=1, predict the reactants needed to synthesize it.